From a dataset of NCI-60 drug combinations with 297,098 pairs across 59 cell lines. Regression. Given two drug SMILES strings and cell line genomic features, predict the synergy score measuring deviation from expected non-interaction effect. (1) Drug 1: CC1CCC2CC(C(=CC=CC=CC(CC(C(=O)C(C(C(=CC(C(=O)CC(OC(=O)C3CCCCN3C(=O)C(=O)C1(O2)O)C(C)CC4CCC(C(C4)OC)OCCO)C)C)O)OC)C)C)C)OC. Drug 2: CC(C)(C#N)C1=CC(=CC(=C1)CN2C=NC=N2)C(C)(C)C#N. Cell line: IGROV1. Synergy scores: CSS=5.71, Synergy_ZIP=0.357, Synergy_Bliss=4.17, Synergy_Loewe=1.56, Synergy_HSA=3.40. (2) Drug 1: CS(=O)(=O)OCCCCOS(=O)(=O)C. Drug 2: CCN(CC)CCCC(C)NC1=C2C=C(C=CC2=NC3=C1C=CC(=C3)Cl)OC. Cell line: CAKI-1. Synergy scores: CSS=6.40, Synergy_ZIP=0.457, Synergy_Bliss=3.89, Synergy_Loewe=-8.76, Synergy_HSA=-0.970.